This data is from Reaction yield outcomes from USPTO patents with 853,638 reactions. The task is: Predict the reaction yield, written as a fraction of the theoretical maximum amount of product (1.0 means a 100% yield; for example, 0.34 means a 34% yield). (1) The reactants are [CH:1]1([NH:6][C:7]2[N:12]3[N:13]=[C:14]([C:28]4[CH:33]=[CH:32][C:31]([OH:34])=[CH:30][CH:29]=4)[C:15]([C:16]4[CH:21]=[CH:20][N:19]=[C:18]([NH:22][CH:23]5[CH2:27][CH2:26][CH2:25][CH2:24]5)[N:17]=4)=[C:11]3[CH:10]=[CH:9][CH:8]=2)[CH2:5][CH2:4][CH2:3][CH2:2]1.[CH2:35](Br)[CH:36]=[CH2:37].C(=O)([O-])[O-].[K+].[K+].O. The catalyst is CN(C)C=O. The product is [CH2:37]([O:34][C:31]1[CH:30]=[CH:29][C:28]([C:14]2[C:15]([C:16]3[CH:21]=[CH:20][N:19]=[C:18]([NH:22][CH:23]4[CH2:24][CH2:25][CH2:26][CH2:27]4)[N:17]=3)=[C:11]3[CH:10]=[CH:9][CH:8]=[C:7]([NH:6][CH:1]4[CH2:2][CH2:3][CH2:4][CH2:5]4)[N:12]3[N:13]=2)=[CH:33][CH:32]=1)[CH:36]=[CH2:35]. The yield is 0.610. (2) The reactants are [CH:1]1([C:7]([NH2:9])=O)[CH2:6][CH2:5][CH2:4][CH2:3][CH2:2]1.COC1C=CC(P2(SP(C3C=CC(OC)=CC=3)(=S)S2)=[S:19])=CC=1. The catalyst is C1COCC1. The product is [CH:1]1([C:7](=[S:19])[NH2:9])[CH2:6][CH2:5][CH2:4][CH2:3][CH2:2]1. The yield is 0.770. (3) The reactants are [NH2:1][C:2]1[CH:7]=[CH:6][CH:5]=[CH:4][C:3]=1[OH:8].C(OCC)(=O)C.[N:15]#[C:16]Br.[OH-].[Na+]. The catalyst is O. The product is [NH2:15][C:16]1[O:8][C:3]2[CH:4]=[CH:5][CH:6]=[CH:7][C:2]=2[N:1]=1. The yield is 0.880. (4) The catalyst is C(O)C. The yield is 0.540. The product is [NH2:21][CH:1]([C:15]1[CH:14]=[CH:11][CH:10]=[C:9]([I:8])[CH:16]=1)[CH2:2][C:3]([OH:5])=[O:4]. The reactants are [C:1](O)(=O)[CH2:2][C:3]([OH:5])=[O:4].[I:8][C:9]1[CH:10]=[C:11]([CH:14]=[CH:15][CH:16]=1)C=O.C([O-])(=O)C.[NH4+:21]. (5) The reactants are [CH2:1]([O:3][C:4](=[O:18])[C:5]1[C:10]([N+:11]([O-:13])=[O:12])=[CH:9][CH:8]=[C:7]([CH3:14])[C:6]=1[N+:15]([O-:17])=[O:16])[CH3:2].CO[CH:21]([N:24]([CH3:26])[CH3:25])OC. The catalyst is CN(C=O)C. The product is [CH2:1]([O:3][C:4](=[O:18])[C:5]1[C:10]([N+:11]([O-:13])=[O:12])=[CH:9][CH:8]=[C:7]([CH:14]=[CH:21][N:24]([CH3:26])[CH3:25])[C:6]=1[N+:15]([O-:17])=[O:16])[CH3:2]. The yield is 0.580. (6) The reactants are [Br:1][C:2]1[CH:20]=[C:19]([CH2:21][CH3:22])[C:5]([C:6](NC2C=CC=C3C=2N=CC=C3)=[O:7])=[C:4]([CH2:23][CH3:24])[CH:3]=1.S(=O)(=O)(O)[OH:26]. No catalyst specified. The product is [Br:1][C:2]1[CH:3]=[C:4]([CH2:23][CH3:24])[C:5]([C:6]([OH:7])=[O:26])=[C:19]([CH2:21][CH3:22])[CH:20]=1. The yield is 0.560.